Dataset: Reaction yield outcomes from USPTO patents with 853,638 reactions. Task: Predict the reaction yield, written as a fraction of the theoretical maximum amount of product (1.0 means a 100% yield; for example, 0.34 means a 34% yield). (1) The reactants are [Br:1][C:2]1[CH:9]=[CH:8][C:5]([CH:6]=O)=[C:4]([Cl:10])[CH:3]=1.Cl.CN.CC([O-])=O.[Na+].[N+:19]([CH3:22])([O-:21])=[O:20]. The catalyst is O. The product is [Br:1][C:2]1[CH:9]=[CH:8][C:5]([CH:6]=[CH:22][N+:19]([O-:21])=[O:20])=[C:4]([Cl:10])[CH:3]=1. The yield is 0.950. (2) The reactants are C([O:3][C:4](=O)[C:5]1[C:10]([C:11]([F:14])([F:13])[F:12])=[CH:9][C:8]([C:15]2[CH:20]=[CH:19][C:18]([O:21][C:22]([F:25])([F:24])[F:23])=[CH:17][CH:16]=2)=[N:7][C:6]=1[CH3:26])C.[H-].[Al+3].[Li+].[H-].[H-].[H-].[OH-].[Na+]. The catalyst is C(OCC)C. The product is [CH3:26][C:6]1[C:5]([CH2:4][OH:3])=[C:10]([C:11]([F:14])([F:13])[F:12])[CH:9]=[C:8]([C:15]2[CH:20]=[CH:19][C:18]([O:21][C:22]([F:24])([F:23])[F:25])=[CH:17][CH:16]=2)[N:7]=1. The yield is 0.390. (3) The reactants are [C:1]([C:3]1[CH:4]=[C:5]([C:9]2[C:10]3[N:11]([C:28]([CH2:31][CH3:32])=[CH:29][CH:30]=3)[N:12]=[C:13]([C:19]([O:21]CC[Si](C)(C)C)=[O:20])[C:14]=2[S:15]([CH3:18])(=[O:17])=[O:16])[CH:6]=[CH:7][CH:8]=1)#[N:2]. The catalyst is FC(F)(F)C(O)=O. The product is [C:1]([C:3]1[CH:4]=[C:5]([C:9]2[C:10]3[N:11]([C:28]([CH2:31][CH3:32])=[CH:29][CH:30]=3)[N:12]=[C:13]([C:19]([OH:21])=[O:20])[C:14]=2[S:15]([CH3:18])(=[O:17])=[O:16])[CH:6]=[CH:7][CH:8]=1)#[N:2]. The yield is 0.882. (4) The reactants are Cl.Cl.[Cl:3][C:4]1[CH:13]=[CH:12][C:11]2[CH2:10][NH:9][CH2:8][C:7](=[CH2:14])[C:6]=2[N:5]=1.[CH3:15][C:16]([O:19][C:20](O[C:20]([O:19][C:16]([CH3:18])([CH3:17])[CH3:15])=[O:21])=[O:21])([CH3:18])[CH3:17]. The catalyst is C1COCC1. The product is [Cl:3][C:4]1[CH:13]=[CH:12][C:11]2[CH2:10][N:9]([C:20]([O:19][C:16]([CH3:18])([CH3:17])[CH3:15])=[O:21])[CH2:8][C:7](=[CH2:14])[C:6]=2[N:5]=1. The yield is 0.720. (5) The reactants are [Si:1]([O:8][CH2:9][C@@H:10]1[C@H:14]2[O:15][C:16]([CH3:19])([CH3:18])[O:17][C@H:13]2[C@H:12]([N:20]2[CH:28]=[N:27][C:26]3[C:21]2=[N:22][CH:23]=[N:24][C:25]=3/[CH:29]=[CH:30]/[C:31]2[CH:36]=[CH:35][CH:34]=[CH:33][CH:32]=2)[O:11]1)([C:4]([CH3:7])([CH3:6])[CH3:5])([CH3:3])[CH3:2].C([N-]C(C)C)(C)C.[Li+].[Br:45]C(Cl)(Cl)C(Br)(Cl)Cl.C(=O)(O)[O-].[Na+]. The catalyst is C1COCC1. The product is [Br:45][C:28]1[N:20]([C@H:12]2[C@H:13]3[C@H:14]([O:15][C:16]([CH3:19])([CH3:18])[O:17]3)[C@@H:10]([CH2:9][O:8][Si:1]([C:4]([CH3:7])([CH3:6])[CH3:5])([CH3:2])[CH3:3])[O:11]2)[C:21]2[C:26]([N:27]=1)=[C:25](/[CH:29]=[CH:30]/[C:31]1[CH:32]=[CH:33][CH:34]=[CH:35][CH:36]=1)[N:24]=[CH:23][N:22]=2. The yield is 0.860.